This data is from Forward reaction prediction with 1.9M reactions from USPTO patents (1976-2016). The task is: Predict the product of the given reaction. (1) Given the reactants C(OC([NH:11][C@H:12]1[CH2:17][CH2:16][N:15]([C:18]2[CH:19]=[C:20]([C:25]([O:27][CH3:28])=[O:26])[C:21]([CH3:24])=[N:22][CH:23]=2)[CH2:14][C@H:13]1[O:29][CH3:30])=O)C1C=CC=CC=1, predict the reaction product. The product is: [NH2:11][C@H:12]1[CH2:17][CH2:16][N:15]([C:18]2[CH:19]=[C:20]([C:25]([O:27][CH3:28])=[O:26])[C:21]([CH3:24])=[N:22][CH:23]=2)[CH2:14][C@H:13]1[O:29][CH3:30]. (2) Given the reactants C([O-])([O-])=O.[Na+].[Na+].[C:7]([O:11][C:12]([N:14]1[CH2:19][CH2:18][CH:17]([C:20]2[O:21][C:22]3[CH:28]=[CH:27][C:26](Br)=[CH:25][C:23]=3[CH:24]=2)[CH2:16][CH2:15]1)=[O:13])([CH3:10])([CH3:9])[CH3:8].[CH3:30][S:31]([C:34]1[CH:39]=[CH:38][C:37](B(O)O)=[CH:36][CH:35]=1)(=[O:33])=[O:32], predict the reaction product. The product is: [C:7]([O:11][C:12]([N:14]1[CH2:19][CH2:18][CH:17]([C:20]2[O:21][C:22]3[CH:28]=[CH:27][C:26]([C:37]4[CH:38]=[CH:39][C:34]([S:31]([CH3:30])(=[O:33])=[O:32])=[CH:35][CH:36]=4)=[CH:25][C:23]=3[CH:24]=2)[CH2:16][CH2:15]1)=[O:13])([CH3:10])([CH3:9])[CH3:8]. (3) Given the reactants [O:1]1[CH2:3][CH:2]1[CH2:4][N:5]1[C:11]2[CH:12]=[CH:13][CH:14]=[CH:15][C:10]=2[CH2:9][CH2:8][C:7]2[CH:16]=[CH:17][CH:18]=[CH:19][C:6]1=2.C(O)C.[N-:23]=[N+:24]=[N-:25].[Na+].[Cl-].[NH4+], predict the reaction product. The product is: [N:23]([CH2:3][CH:2]([OH:1])[CH2:4][N:5]1[C:11]2[CH:12]=[CH:13][CH:14]=[CH:15][C:10]=2[CH2:9][CH2:8][C:7]2[CH:16]=[CH:17][CH:18]=[CH:19][C:6]1=2)=[N+:24]=[N-:25]. (4) Given the reactants [Cl:1][C:2]1[CH:9]=[C:8]([O:10][CH2:11][C:12]2[S:16][C:15]([C:17]3[CH:22]=[CH:21][C:20]([C:23]([F:26])([F:25])[F:24])=[CH:19][CH:18]=3)=[N:14][C:13]=2[CH2:27][O:28]C2CCCCO2)[CH:7]=[CH:6][C:3]=1[C:4]#[N:5].O.C1(C)C=CC(S(O)(=O)=O)=CC=1, predict the reaction product. The product is: [Cl:1][C:2]1[CH:9]=[C:8]([O:10][CH2:11][C:12]2[S:16][C:15]([C:17]3[CH:22]=[CH:21][C:20]([C:23]([F:24])([F:26])[F:25])=[CH:19][CH:18]=3)=[N:14][C:13]=2[CH2:27][OH:28])[CH:7]=[CH:6][C:3]=1[C:4]#[N:5]. (5) Given the reactants O1CCCC1.B.[CH2:7]([NH:9][C:10](=O)[CH2:11][C:12]1[CH:16]=[CH:15][N:14]([C:17]2[CH:22]=[CH:21][C:20]([F:23])=[CH:19][N:18]=2)[N:13]=1)[CH3:8].Cl.C(Cl)(Cl)Cl, predict the reaction product. The product is: [CH2:7]([NH:9][CH2:10][CH2:11][C:12]1[CH:16]=[CH:15][N:14]([C:17]2[CH:22]=[CH:21][C:20]([F:23])=[CH:19][N:18]=2)[N:13]=1)[CH3:8]. (6) Given the reactants C(OC([N:8]1[C:16]2[C:11](=[CH:12][CH:13]=[C:14]([CH2:17][N:18]3[CH2:23][CH2:22][CH2:21][CH2:20][CH2:19]3)[CH:15]=2)[CH:10]=[C:9]1[C:24]1[CH:29]=[C:28]([C:30]2[CH:35]=[CH:34][N:33]=[CH:32][CH:31]=2)[N:27]=[N:26][C:25]=1[O:36][CH3:37])=O)(C)(C)C.FC(F)(F)C(O)=O, predict the reaction product. The product is: [CH3:37][O:36][C:25]1[N:26]=[N:27][C:28]([C:30]2[CH:31]=[CH:32][N:33]=[CH:34][CH:35]=2)=[CH:29][C:24]=1[C:9]1[NH:8][C:16]2[C:11]([CH:10]=1)=[CH:12][CH:13]=[C:14]([CH2:17][N:18]1[CH2:19][CH2:20][CH2:21][CH2:22][CH2:23]1)[CH:15]=2. (7) Given the reactants [C:1]([C:4]1[N:5]=[C:6]([C:24](O)([CH3:26])[CH3:25])[C:7]([O:11][C@@H:12]2[CH2:16][CH2:15][N:14]([C:17]([O:19][C:20]([CH3:23])([CH3:22])[CH3:21])=[O:18])[CH2:13]2)=[N:8][C:9]=1Cl)(=[O:3])[NH2:2].[CH3:28][N:29]1[CH2:34][CH2:33][N:32]([CH:35]2[CH2:40][CH2:39][N:38]([C:41]3[CH:47]=[CH:46][C:44]([NH2:45])=[CH:43][CH:42]=3)[CH2:37][CH2:36]2)[CH2:31][CH2:30]1.C(N(C(C)C)CC)(C)C.CN1CCCC1=O, predict the reaction product. The product is: [C:1]([C:4]1[N:5]=[C:6]([C:24]([CH3:26])=[CH2:25])[C:7]([O:11][C@@H:12]2[CH2:16][CH2:15][N:14]([C:17]([O:19][C:20]([CH3:23])([CH3:22])[CH3:21])=[O:18])[CH2:13]2)=[N:8][C:9]=1[NH:45][C:44]1[CH:46]=[CH:47][C:41]([N:38]2[CH2:39][CH2:40][CH:35]([N:32]3[CH2:33][CH2:34][N:29]([CH3:28])[CH2:30][CH2:31]3)[CH2:36][CH2:37]2)=[CH:42][CH:43]=1)(=[O:3])[NH2:2].